Dataset: Full USPTO retrosynthesis dataset with 1.9M reactions from patents (1976-2016). Task: Predict the reactants needed to synthesize the given product. Given the product [P:36]([C:33]1[CH:32]=[CH:31][CH:30]=[CH:35][CH:34]=1)([C:43]1[CH:48]=[CH:47][CH:46]=[CH:45][CH:44]=1)([C:37]1[CH:42]=[CH:41][CH:40]=[CH:39][CH:38]=1)=[O:3], predict the reactants needed to synthesize it. The reactants are: C([O:3]C(=O)C1C=C(Br)C=NC=1)C.N1C=CC=C(B(O)O)C=1.[O-]P([O-])([O-])=O.[K+].[K+].[K+].[CH:30]1[CH:35]=[CH:34][C:33]([P:36]([C:43]2[CH:48]=[CH:47][CH:46]=[CH:45][CH:44]=2)[C:37]2[CH:42]=[CH:41][CH:40]=[CH:39][CH:38]=2)=[CH:32][CH:31]=1.